From a dataset of Peptide-MHC class I binding affinity with 185,985 pairs from IEDB/IMGT. Regression. Given a peptide amino acid sequence and an MHC pseudo amino acid sequence, predict their binding affinity value. This is MHC class I binding data. The peptide sequence is DVCGMFTNR. The MHC is HLA-A68:02 with pseudo-sequence HLA-A68:02. The binding affinity (normalized) is 0.